This data is from Catalyst prediction with 721,799 reactions and 888 catalyst types from USPTO. The task is: Predict which catalyst facilitates the given reaction. (1) Reactant: [Li]CCCC.C(NC(C)C)(C)C.[F:13][C:14]1[CH:21]=[CH:20][C:17]([C:18]#[N:19])=[CH:16][CH:15]=1.[B:22](OC)([O:25]C)[O:23]C.Cl. The catalyst class is: 1. Product: [F:13][C:14]1[CH:21]=[CH:20][C:17]([C:18]#[N:19])=[CH:16][C:15]=1[B:22]([OH:25])[OH:23]. (2) Reactant: [CH3:1][O:2][C:3]1[C:18]([N+:19]([O-])=O)=[CH:17][C:6]2[N:7]([CH3:16])[C:8](=[O:15])[CH2:9][N:10]([CH2:12][C:13]#[N:14])[CH2:11][C:5]=2[CH:4]=1.O.NN.C(O)C. Product: [NH2:19][C:18]1[C:3]([O:2][CH3:1])=[CH:4][C:5]2[CH2:11][N:10]([CH2:12][C:13]#[N:14])[CH2:9][C:8](=[O:15])[N:7]([CH3:16])[C:6]=2[CH:17]=1. The catalyst class is: 45.